From a dataset of NCI-60 drug combinations with 297,098 pairs across 59 cell lines. Regression. Given two drug SMILES strings and cell line genomic features, predict the synergy score measuring deviation from expected non-interaction effect. Cell line: SF-295. Drug 2: C1C(C(OC1N2C=C(C(=O)NC2=O)F)CO)O. Drug 1: CC1=C2C(C(=O)C3(C(CC4C(C3C(C(C2(C)C)(CC1OC(=O)C(C(C5=CC=CC=C5)NC(=O)OC(C)(C)C)O)O)OC(=O)C6=CC=CC=C6)(CO4)OC(=O)C)OC)C)OC. Synergy scores: CSS=68.2, Synergy_ZIP=3.76, Synergy_Bliss=4.83, Synergy_Loewe=10.1, Synergy_HSA=13.6.